From a dataset of Reaction yield outcomes from USPTO patents with 853,638 reactions. Predict the reaction yield, written as a fraction of the theoretical maximum amount of product (1.0 means a 100% yield; for example, 0.34 means a 34% yield). (1) The reactants are [CH3:1][O:2][C:3]1[C:4]([CH:9]=O)=[N:5][CH:6]=[CH:7][N:8]=1.[CH:11]1([CH2:17][O:18][C:19]2[CH:24]=[CH:23][CH:22]=[CH:21][C:20]=2/[CH:25]=[CH:26]/[CH:27]2[CH2:32][CH2:31][NH:30][CH2:29][CH2:28]2)[CH2:16][CH2:15][CH2:14][CH2:13][CH2:12]1.C(O[BH-](OC(=O)C)OC(=O)C)(=O)C.[Na+].C(=O)([O-])[O-].[Na+].[Na+]. The catalyst is ClCCCl.C(O)(=O)C.C(OCC)(=O)C. The product is [CH:11]1([CH2:17][O:18][C:19]2[CH:24]=[CH:23][CH:22]=[CH:21][C:20]=2/[CH:25]=[CH:26]/[CH:27]2[CH2:32][CH2:31][N:30]([CH2:9][C:4]3[C:3]([O:2][CH3:1])=[N:8][CH:7]=[CH:6][N:5]=3)[CH2:29][CH2:28]2)[CH2:12][CH2:13][CH2:14][CH2:15][CH2:16]1. The yield is 0.770. (2) The reactants are C([O:5][C:6](=[O:46])[C:7]([O:10]/[N:11]=[C:12](/[C:33]1[N:34]=[C:35]([NH:38]C(OC(C)(C)C)=O)[S:36][CH:37]=1)\[C:13]([NH:15][C@H:16]1[C@@H:19]([CH2:20][N:21]2[CH:26]=[CH:25][CH:24]=[CH:23][C:22]2=[O:27])[N:18]([S:28]([OH:31])(=[O:30])=[O:29])[C:17]1=[O:32])=[O:14])([CH3:9])[CH3:8])(C)(C)C.C(O)(C(F)(F)F)=O. The catalyst is C(Cl)Cl. The product is [NH2:38][C:35]1[S:36][CH:37]=[C:33](/[C:12](=[N:11]/[O:10][C:7]([CH3:9])([CH3:8])[C:6]([OH:46])=[O:5])/[C:13](=[O:14])[NH:15][C@H:16]2[C@@H:19]([CH2:20][N:21]3[CH:26]=[CH:25][CH:24]=[CH:23][C:22]3=[O:27])[N:18]([S:28]([OH:31])(=[O:29])=[O:30])[C:17]2=[O:32])[N:34]=1. The yield is 0.190. (3) The reactants are [Br:1][C:2]1[CH:7]=[CH:6][CH:5]=[CH:4][C:3]=1[SH:8].Cl[CH2:10][CH2:11][C:12]([O:14][CH2:15][CH3:16])=[O:13].C([O-])([O-])=O.[K+].[K+]. The catalyst is CC(C)=O. The product is [Br:1][C:2]1[CH:7]=[CH:6][CH:5]=[CH:4][C:3]=1[S:8][CH2:10][CH2:11][C:12]([O:14][CH2:15][CH3:16])=[O:13]. The yield is 0.780. (4) The reactants are [N:1]1([C:7]([O:9][C:10]([CH3:13])([CH3:12])[CH3:11])=[O:8])[CH2:6][CH2:5][NH:4][CH2:3][CH2:2]1.CCN(CC)CC.[Br:21][C:22]1[CH:23]=[CH:24][C:25]([S:28](Cl)(=[O:30])=[O:29])=[N:26][CH:27]=1. The catalyst is C(Cl)Cl. The product is [Br:21][C:22]1[CH:23]=[CH:24][C:25]([S:28]([N:4]2[CH2:5][CH2:6][N:1]([C:7]([O:9][C:10]([CH3:13])([CH3:12])[CH3:11])=[O:8])[CH2:2][CH2:3]2)(=[O:30])=[O:29])=[N:26][CH:27]=1. The yield is 0.350.